Dataset: Catalyst prediction with 721,799 reactions and 888 catalyst types from USPTO. Task: Predict which catalyst facilitates the given reaction. (1) The catalyst class is: 8. Product: [CH3:5][N:8]1[C:16](=[O:18])[C:15]2[CH:14]=[C:13]([CH2:21][C:22]3[C:31]4[C:26](=[CH:27][CH:28]=[CH:29][CH:30]=4)[CH:25]=[CH:24][CH:23]=3)[S:12][C:11]=2[N:10]([CH2:32][CH:33]([CH3:34])[CH3:35])[C:9]1=[O:36]. Reactant: [O-]CC.[Na+].[C:5]([NH:8][C:9](=[O:36])[N:10]([CH2:32][CH:33]([CH3:35])[CH3:34])[C:11]1[S:12][C:13]([CH2:21][C:22]2[C:31]3[C:26](=[CH:27][CH:28]=[CH:29][CH:30]=3)[CH:25]=[CH:24][CH:23]=2)=[CH:14][C:15]=1[C:16]([O:18]CC)=O)(=O)C.IC. (2) Product: [Si:1]([O:8][C@H:9]([CH3:38])[C@@H:10]([NH:25][C:26]1[CH:31]=[CH:30][C:29]([C:32]#[N:33])=[C:28]([C:34]([F:36])([F:35])[F:37])[CH:27]=1)[C:11]1[O:24][C:15]([C:16]2[CH:21]=[CH:20][C:19]([C:22]#[N:23])=[CH:18][CH:17]=2)=[N:14][N:13]=1)([C:4]([CH3:5])([CH3:6])[CH3:7])([CH3:3])[CH3:2]. Reactant: [Si:1]([O:8][C@H:9]([CH3:38])[C@@H:10]([NH:25][C:26]1[CH:31]=[CH:30][C:29]([C:32]#[N:33])=[C:28]([C:34]([F:37])([F:36])[F:35])[CH:27]=1)[C:11]([NH:13][NH:14][C:15](=[O:24])[C:16]1[CH:21]=[CH:20][C:19]([C:22]#[N:23])=[CH:18][CH:17]=1)=O)([C:4]([CH3:7])([CH3:6])[CH3:5])([CH3:3])[CH3:2].C1C=CC(P(C2C=CC=CC=2)C2C=CC=CC=2)=CC=1.II.CCN(CC)CC. The catalyst class is: 2. (3) Product: [C:42]1([C@H:48]([O:50][C:23](=[O:32])[NH:20][C:10]2[C:11]([CH3:14])=[N:12][O:13][C:9]=2[C:6]2[CH:5]=[CH:4][C:3]([CH2:2][Cl:1])=[CH:8][CH:7]=2)[CH3:49])[CH:47]=[CH:46][CH:45]=[CH:44][CH:43]=1. The catalyst class is: 11. Reactant: [Cl:1][CH2:2][C:3]1[CH:8]=[CH:7][C:6]([C:9]2[O:13][N:12]=[C:11]([CH3:14])[C:10]=2C(O)=O)=[CH:5][CH:4]=1.C([N:20]([CH2:23]C)CC)C.C1(P(N=[N+]=[N-])(C2C=CC=CC=2)=[O:32])C=CC=CC=1.[C:42]1([C@H:48]([OH:50])[CH3:49])[CH:47]=[CH:46][CH:45]=[CH:44][CH:43]=1. (4) Reactant: [CH3:1][S:2](Cl)(=[O:4])=[O:3].[CH3:6][O:7][CH2:8][CH2:9][CH2:10][OH:11].C(N(CC)CC)C.O. Product: [CH3:1][S:2]([O:11][CH2:10][CH2:9][CH2:8][O:7][CH3:6])(=[O:4])=[O:3]. The catalyst class is: 2. (5) Reactant: Cl.CCO.[CH2:5]([O:12][N:13]=[CH2:14])[C:6]1[CH:11]=[CH:10][CH:9]=[CH:8][CH:7]=1. Product: [CH2:5]([O:12][NH:13][CH3:14])[C:6]1[CH:11]=[CH:10][CH:9]=[CH:8][CH:7]=1. The catalyst class is: 14. (6) Reactant: CN(C)C=O.C(=O)([O-])[O-].[K+].[K+].I[C:13]1[C:18]([O:19][C:20]2[C:29]3[C:24](=[CH:25][C:26]([O:32][CH3:33])=[C:27]([O:30][CH3:31])[CH:28]=3)[N:23]=[CH:22][CH:21]=2)=[CH:17][CH:16]=[C:15]([CH3:34])[N:14]=1.[N:35]1[CH:40]=[CH:39][C:38](B(O)O)=[CH:37][CH:36]=1. Product: [CH3:31][O:30][C:27]1[CH:28]=[C:29]2[C:24](=[CH:25][C:26]=1[O:32][CH3:33])[N:23]=[CH:22][CH:21]=[C:20]2[O:19][C:18]1[C:13]([C:38]2[CH:39]=[CH:40][N:35]=[CH:36][CH:37]=2)=[N:14][C:15]([CH3:34])=[CH:16][CH:17]=1. The catalyst class is: 97. (7) Reactant: [NH2:1][C:2]1[C:7]([N+:8]([O-])=O)=[C:6]([CH3:11])[N:5]=[C:4]([N:12]2[CH2:17][CH2:16][O:15][CH2:14][CH2:13]2)[N:3]=1.[H][H].[I:20][C:21]1[CH:26]=[CH:25][N:24]=[C:23]([O:27][CH3:28])[C:22]=1[CH:29]=O. Product: [I:20][C:21]1[CH:26]=[CH:25][N:24]=[C:23]([O:27][CH3:28])[C:22]=1[CH:29]=[N:8][C:7]1[C:2]([NH2:1])=[N:3][C:4]([N:12]2[CH2:17][CH2:16][O:15][CH2:14][CH2:13]2)=[N:5][C:6]=1[CH3:11]. The catalyst class is: 43. (8) Reactant: [CH3:1][O:2][C:3]1[CH:4]=[CH:5][N:6]=[C:7]([CH2:11][S+:12]([O-:26])[C:13]2[N-:14][C:15]3[CH:16]=[CH:17][C:18]([O:22][CH:23]([F:25])[F:24])=[CH:19][C:20]=3[N:21]=2)[C:8]=1[O:9][CH3:10].[Na+:27]. Product: [CH3:1][O:2][C:3]1[CH:4]=[CH:5][N:6]=[C:7]([CH2:11][S+:12]([O-:26])[C:13]2[NH:14][C:15]3[CH:16]=[CH:17][C:18]([O:22][CH:23]([F:24])[F:25])=[CH:19][C:20]=3[N:21]=2)[C:8]=1[O:9][CH3:10].[OH-:2].[Na+:27]. The catalyst class is: 21. (9) Reactant: [NH:1]([C:3]1[CH:12]=[CH:11][C:10]2[C:5](=[CH:6][CH:7]=[C:8]([S:13][C:14]3[CH:15]=[C:16]([C:20]4([C:26]#[N:27])[CH2:25][CH2:24][O:23][CH2:22][CH2:21]4)[CH:17]=[CH:18][CH:19]=3)[CH:9]=2)[N:4]=1)[NH2:2].[F:28][C:29]1[CH:36]=[CH:35][C:32]([CH:33]=O)=[CH:31][CH:30]=1.C(O)(=O)C.C(O)(=O)C.IC1C=CC=CC=1. Product: [F:28][C:29]1[CH:36]=[CH:35][C:32]([C:33]2[N:4]3[C:5]4[C:10]([CH:11]=[CH:12][C:3]3=[N:1][N:2]=2)=[CH:9][C:8]([S:13][C:14]2[CH:15]=[C:16]([C:20]3([C:26]#[N:27])[CH2:21][CH2:22][O:23][CH2:24][CH2:25]3)[CH:17]=[CH:18][CH:19]=2)=[CH:7][CH:6]=4)=[CH:31][CH:30]=1. The catalyst class is: 2.